From a dataset of Forward reaction prediction with 1.9M reactions from USPTO patents (1976-2016). Predict the product of the given reaction. (1) Given the reactants Br[C:2]1[N:18]=[C:5]2[CH:6]=[C:7]([NH:10]C(=O)OC(C)(C)C)[CH:8]=[CH:9][N:4]2[N:3]=1.[NH:19]1[CH2:23][CH2:22][CH2:21][CH2:20]1.C(OCC)(=O)C.O.[ClH:31].C(OCC)(=O)C, predict the reaction product. The product is: [ClH:31].[N:19]1([C:2]2[N:18]=[C:5]3[CH:6]=[C:7]([NH2:10])[CH:8]=[CH:9][N:4]3[N:3]=2)[CH2:23][CH2:22][CH2:21][CH2:20]1. (2) Given the reactants [N:1]([CH2:4][CH2:5][CH2:6][CH2:7][N:8]=[C:9]=[O:10])=[C:2]=[O:3].[NH2:11][CH2:12][CH2:13][O:14][CH2:15][CH2:16][O:17][CH2:18][CH2:19][NH:20][S:21]([C:24]1[CH:29]=[CH:28][CH:27]=[C:26]([CH:30]2[C:39]3[C:34](=[C:35]([Cl:41])[CH:36]=[C:37]([Cl:40])[CH:38]=3)[CH2:33][N:32]([CH3:42])[CH2:31]2)[CH:25]=1)(=[O:23])=[O:22], predict the reaction product. The product is: [O:3]=[C:2]([NH:1][CH2:4][CH2:5][CH2:6][CH2:7][NH:8][C:9](=[O:10])[NH:11][CH2:12][CH2:13][O:14][CH2:15][CH2:16][O:17][CH2:18][CH2:19][NH:20][S:21]([C:24]1[CH:29]=[CH:28][CH:27]=[C:26]([CH:30]2[C:39]3[C:34](=[C:35]([Cl:41])[CH:36]=[C:37]([Cl:40])[CH:38]=3)[CH2:33][N:32]([CH3:42])[CH2:31]2)[CH:25]=1)(=[O:23])=[O:22])[NH:11][CH2:12][CH2:13][O:14][CH2:15][CH2:16][O:17][CH2:18][CH2:19][NH:20][S:21]([C:24]1[CH:29]=[CH:28][CH:27]=[C:26]([CH:30]2[C:39]3[C:34](=[C:35]([Cl:41])[CH:36]=[C:37]([Cl:40])[CH:38]=3)[CH2:33][N:32]([CH3:42])[CH2:31]2)[CH:25]=1)(=[O:23])=[O:22]. (3) Given the reactants C(O[BH-](OC(=O)C)OC(=O)C)(=O)C.[Na+].[F:15][C:16]([F:52])([F:51])[C:17]1[CH:18]=[C:19]([CH:44]=[C:45]([C:47]([F:50])([F:49])[F:48])[CH:46]=1)[CH2:20][N:21]([C:38]1[N:39]=[N:40][N:41]([CH3:43])[N:42]=1)[C@H:22]1[CH2:28][CH2:27][CH2:26][NH:25][C:24]2[CH:29]=[C:30]([C:34]([F:37])([F:36])[F:35])[C:31]([CH3:33])=[CH:32][C:23]1=2.[CH3:53][O:54][C:55](=[O:64])[C:56]1[CH:61]=[C:60]([CH:62]=O)[CH:59]=[N:58][CH:57]=1.C(O)(=O)C, predict the reaction product. The product is: [CH3:53][O:54][C:55](=[O:64])[C:56]1[CH:61]=[C:60]([CH2:62][N:25]2[CH2:26][CH2:27][CH2:28][C@H:22]([N:21]([CH2:20][C:19]3[CH:44]=[C:45]([C:47]([F:50])([F:48])[F:49])[CH:46]=[C:17]([C:16]([F:51])([F:15])[F:52])[CH:18]=3)[C:38]3[N:39]=[N:40][N:41]([CH3:43])[N:42]=3)[C:23]3[CH:32]=[C:31]([CH3:33])[C:30]([C:34]([F:35])([F:36])[F:37])=[CH:29][C:24]2=3)[CH:59]=[N:58][CH:57]=1. (4) Given the reactants C([N:8](CC1C=CC=CC=1)[C@H:9]1[CH2:14][CH2:13][C@H:12]([N:15]2[CH2:20][CH2:19][CH2:18][CH2:17][CH2:16]2)[CH2:11][CH2:10]1)C1C=CC=CC=1, predict the reaction product. The product is: [N:15]1([C@H:12]2[CH2:11][CH2:10][C@H:9]([NH2:8])[CH2:14][CH2:13]2)[CH2:20][CH2:19][CH2:18][CH2:17][CH2:16]1. (5) Given the reactants [CH2:1]([C:3]1[S:43][C:6]2[N:7]([CH2:24][C:25]3[CH:30]=[CH:29][C:28]([C:31]4[CH:36]=[CH:35][CH:34]=[CH:33][C:32]=4[C:37]4[NH:41][C:40](=[O:42])[O:39][N:38]=4)=[CH:27][CH:26]=3)[C:8](=[O:23])[N:9]([CH2:12][C:13]([C:15]3[CH:20]=[CH:19][C:18]([O:21][CH3:22])=[CH:17][CH:16]=3)=O)[C:10](=[O:11])[C:5]=2[CH:4]=1)[CH3:2].[NH2:44][O:45][CH2:46][C:47]([OH:49])=[O:48].N1C=CC=CC=1.Cl, predict the reaction product. The product is: [CH2:1]([C:3]1[S:43][C:6]2[N:7]([CH2:24][C:25]3[CH:26]=[CH:27][C:28]([C:31]4[CH:36]=[CH:35][CH:34]=[CH:33][C:32]=4[C:37]4[NH:41][C:40](=[O:42])[O:39][N:38]=4)=[CH:29][CH:30]=3)[C:8](=[O:23])[N:9]([CH2:12][C:13](=[N:44][O:45][CH2:46][C:47]([OH:49])=[O:48])[C:15]3[CH:16]=[CH:17][C:18]([O:21][CH3:22])=[CH:19][CH:20]=3)[C:10](=[O:11])[C:5]=2[CH:4]=1)[CH3:2].